Regression/Classification. Given a drug SMILES string, predict its toxicity properties. Task type varies by dataset: regression for continuous values (e.g., LD50, hERG inhibition percentage) or binary classification for toxic/non-toxic outcomes (e.g., AMES mutagenicity, cardiotoxicity, hepatotoxicity). Dataset: ld50_zhu. From a dataset of Acute oral toxicity (LD50) regression data from Zhu et al.. The molecule is CCCCc1c(C)nc(NCC)nc1OS(=O)(=O)N(C)C. The rat oral LD50 is 1.90, given as -log10 of the dose in mol/kg body weight (higher means more acutely toxic).